Dataset: Aqueous solubility values for 9,982 compounds from the AqSolDB database. Task: Regression/Classification. Given a drug SMILES string, predict its absorption, distribution, metabolism, or excretion properties. Task type varies by dataset: regression for continuous measurements (e.g., permeability, clearance, half-life) or binary classification for categorical outcomes (e.g., BBB penetration, CYP inhibition). For this dataset (solubility_aqsoldb), we predict Y. (1) The molecule is O=CC(=O)Cc1ccccc1. The Y is -2.17 log mol/L. (2) The compound is CCOC(=O)n1cc(F)c(=O)[nH]c1=O. The Y is -1.47 log mol/L. (3) The compound is O=C1OC(c2ccc(O)cc2)(c2ccc(O)cc2)c2ccccc21. The Y is -2.90 log mol/L. (4) The compound is CCC(C)Br. The Y is -3.11 log mol/L. (5) The compound is CCc1ccc(C(=O)O)cc1. The Y is -2.52 log mol/L. (6) The molecule is O=C([O-])C(=O)[O-].[Mn+2]. The Y is -2.68 log mol/L. (7) The compound is CCc1ccccc1NC(C)=O. The Y is -1.59 log mol/L. (8) The compound is NOS(=O)(=O)O. The Y is 0.0753 log mol/L. (9) The molecule is Nc1ccc(N=Nc2ccc(N=Nc3ccc(N/N=C4/C(=O)c5ccc(NC(=O)c6ccccc6)cc5C=C4S(=O)(=O)[O-])c4ccc(S(=O)(=O)[O-])cc34)c3ccc(S(=O)(=O)[O-])cc23)cc1S(=O)(=O)[O-].[Na+].[Na+].[Na+].[Na+]. The Y is -2.39 log mol/L.